Task: Regression/Classification. Given a drug SMILES string, predict its toxicity properties. Task type varies by dataset: regression for continuous values (e.g., LD50, hERG inhibition percentage) or binary classification for toxic/non-toxic outcomes (e.g., AMES mutagenicity, cardiotoxicity, hepatotoxicity). Dataset: herg_karim.. Dataset: hERG potassium channel inhibition data for cardiac toxicity prediction from Karim et al. (1) The drug is O=c1cc(-c2ccc(OC3CCN(C4CCC4)CC3)cc2)cn[nH]1. The result is 1 (blocker). (2) The molecule is O=C1COc2ccc(CNC34CCC(CCc5c(F)cnc6ccc(OCC7CC7C(=O)O)nc56)(CC3)OC4)nc2N1. The result is 0 (non-blocker). (3) The drug is C/C(=C\c1cccnc1)c1nc2cc(C)c(C)cc2n1Cc1ccc(Cl)cc1. The result is 0 (non-blocker).